This data is from Forward reaction prediction with 1.9M reactions from USPTO patents (1976-2016). The task is: Predict the product of the given reaction. (1) Given the reactants [CH3:1][CH2:2][C@@:3]1([OH:31])[C:8](=[O:9])[O:7][CH2:6][C:5]2[C:10]([N:12]3[C:29](=[CH:30][C:4]1=2)[C:28]1[N:27]=[C:17]2[CH:18]=[CH:19][C:20]([OH:26])=[C:21]([CH2:22][N:23]([CH3:25])[CH3:24])[C:16]2=[CH:15][C:14]=1[CH2:13]3)=[O:11].Cl, predict the reaction product. The product is: [CH3:1][CH2:2][C@@:3]1([OH:31])[C:8](=[O:9])[O:7][CH2:6][C:5]2[C:10]([N:12]3[C:29](=[CH:30][C:4]1=2)[C:28]1[N:27]=[C:17]2[CH:18]=[CH:19][C:20]([OH:26])=[C:21]([CH2:22][N:23]([CH3:24])[CH3:25])[C:16]2=[CH:15][C:14]=1[CH2:13]3)=[O:11]. (2) Given the reactants [CH2:1]([C:4]#[N:5])[C:2]#[N:3].[CH2:6]([N:8]=[C:9]=[S:10])[CH3:7], predict the reaction product. The product is: [C:2]([CH:1]([C:4]#[N:5])[C:9]([NH:8][CH2:6][CH3:7])=[S:10])#[N:3]. (3) Given the reactants [F:1][C:2]1[CH:7]=[CH:6][CH:5]=[CH:4][C:3]=1Br.C([Li])CCC.[B:14](OC(C)C)([O:19]C(C)C)[O:15]C(C)C, predict the reaction product. The product is: [F:1][C:2]1[CH:7]=[CH:6][CH:5]=[CH:4][C:3]=1[B:14]([OH:19])[OH:15]. (4) Given the reactants [C:1]([C:3]1[CH:4]=[C:5]2[C:9](=[CH:10][CH:11]=1)[NH:8][CH:7]=[CH:6]2)#[N:2].[H-].[Na+].Br[CH2:15][CH2:16][CH2:17][CH2:18][CH2:19][B:20]([OH:22])[OH:21], predict the reaction product. The product is: [C:1]([C:3]1[CH:4]=[C:5]2[C:9](=[CH:10][CH:11]=1)[N:8]([CH2:15][CH2:16][CH2:17][CH2:18][CH2:19][B:20]([OH:22])[OH:21])[CH:7]=[CH:6]2)#[N:2]. (5) Given the reactants [F:1][C:2]1[CH:7]=[CH:6][C:5]([C:8]2[O:9][CH:10]=[C:11]([CH2:13][CH2:14][NH2:15])[N:12]=2)=[CH:4][CH:3]=1.[F:16][C:17]([F:32])([F:31])[C:18]([C:20]1[S:24][C:23]([CH2:25][CH2:26][CH2:27][C:28](O)=[O:29])=[CH:22][CH:21]=1)=[O:19], predict the reaction product. The product is: [F:1][C:2]1[CH:3]=[CH:4][C:5]([C:8]2[O:9][CH:10]=[C:11]([CH2:13][CH2:14][NH:15][C:28](=[O:29])[CH2:27][CH2:26][CH2:25][C:23]3[S:24][C:20]([C:18](=[O:19])[C:17]([F:31])([F:32])[F:16])=[CH:21][CH:22]=3)[N:12]=2)=[CH:6][CH:7]=1. (6) Given the reactants [CH3:1][O:2][C:3]([NH:5][C@@H:6]([CH:52]([CH3:54])[CH3:53])[C:7]([N:9]1[CH2:13][CH2:12][CH2:11][C@H:10]1[C:14]1[NH:15][C:16]([C:19]2[CH:24]=[CH:23][C:22]([C:25]3[CH:26]=[C:27]4[C:49](=[CH:50][CH:51]=3)[C:31]3[NH:32][C:33]([C@@H:35]5[C@@H:40]6[CH2:41][C@@H:37]([CH2:38][CH2:39]6)[N:36]5C(OC(C)(C)C)=O)=[N:34][C:30]=3[CH:29]=[CH:28]4)=[CH:21][CH:20]=2)=[CH:17][N:18]=1)=[O:8])=[O:4].Cl.[CH3:56][O:57][C@H:58]([CH3:68])[C@H:59]([NH:63][C:64]([O:66][CH3:67])=[O:65])[C:60]([OH:62])=O.CN(C(ON1N=NC2C=CC=NC1=2)=[N+](C)C)C.F[P-](F)(F)(F)(F)F.CCN(C(C)C)C(C)C, predict the reaction product. The product is: [CH3:56][O:57][C@H:58]([CH3:68])[C@H:59]([NH:63][C:64](=[O:65])[O:66][CH3:67])[C:60]([N:36]1[C@H:35]([C:33]2[NH:32][C:31]3[C:49]4[C:27]([CH:28]=[CH:29][C:30]=3[N:34]=2)=[CH:26][C:25]([C:22]2[CH:21]=[CH:20][C:19]([C:16]3[NH:15][C:14]([C@@H:10]5[CH2:11][CH2:12][CH2:13][N:9]5[C:7](=[O:8])[C@@H:6]([NH:5][C:3]([O:2][CH3:1])=[O:4])[CH:52]([CH3:54])[CH3:53])=[N:18][CH:17]=3)=[CH:24][CH:23]=2)=[CH:51][CH:50]=4)[C@@H:40]2[CH2:41][C@H:37]1[CH2:38][CH2:39]2)=[O:62]. (7) Given the reactants Cl[CH2:2][C:3]([N:5]1[CH2:10][CH2:9][CH:8]([CH2:11][C:12]2[CH:17]=[CH:16][C:15]([CH3:18])=[CH:14][CH:13]=2)[CH2:7][CH2:6]1)=[O:4].[NH2:19][C:20]1[CH:29]=[CH:28][C:23]2[NH:24][C:25](=[O:27])[O:26][C:22]=2[CH:21]=1, predict the reaction product. The product is: [CH3:18][C:15]1[CH:16]=[CH:17][C:12]([CH2:11][CH:8]2[CH2:9][CH2:10][N:5]([C:3](=[O:4])[CH2:2][NH:19][C:20]3[CH:29]=[CH:28][C:23]4[NH:24][C:25](=[O:27])[O:26][C:22]=4[CH:21]=3)[CH2:6][CH2:7]2)=[CH:13][CH:14]=1. (8) Given the reactants [C:1]([O:5][C:6]([C:8]1[CH:29]=[CH:28][C:11]([CH2:12][N:13]2[C:18](=[O:19])[C:17]3[CH:20]=[C:21]([C:23](O)=[O:24])[S:22][C:16]=3[N:15]([CH3:26])[C:14]2=[O:27])=[CH:10][CH:9]=1)=[O:7])([CH3:4])([CH3:3])[CH3:2].CCN(CC)CC.[CH3:37][O:38][C:39]1[CH:40]=[C:41]([CH:44]=[CH:45][C:46]=1[O:47][CH3:48])[CH2:42][NH2:43], predict the reaction product. The product is: [C:1]([O:5][C:6](=[O:7])[C:8]1[CH:9]=[CH:10][C:11]([CH2:12][N:13]2[C:18](=[O:19])[C:17]3[CH:20]=[C:21]([C:23](=[O:24])[NH:43][CH2:42][C:41]4[CH:44]=[CH:45][C:46]([O:47][CH3:48])=[C:39]([O:38][CH3:37])[CH:40]=4)[S:22][C:16]=3[N:15]([CH3:26])[C:14]2=[O:27])=[CH:28][CH:29]=1)([CH3:4])([CH3:2])[CH3:3]. (9) Given the reactants [NH2:1][C:2]1[C:7]2=[C:8]([C:24]3[S:25][C:26]4[C:32]([O:33][CH3:34])=[CH:31][C:30]([CH3:35])=[CH:29][C:27]=4[CH:28]=3)[C:9]([CH2:18][O:19][CH2:20][C:21]([NH2:23])=[O:22])=[C:10]([CH2:11][N:12]3[CH2:17][CH2:16][NH:15][CH2:14][CH2:13]3)[N:6]2[N:5]=[CH:4][N:3]=1.C(=O)([O-])[O-].[Na+].[Na+].[C:42](Cl)(=[O:44])[CH3:43], predict the reaction product. The product is: [C:42]([N:15]1[CH2:14][CH2:13][N:12]([CH2:11][C:10]2[N:6]3[C:7]([C:2]([NH2:1])=[N:3][CH:4]=[N:5]3)=[C:8]([C:24]3[S:25][C:26]4[C:32]([O:33][CH3:34])=[CH:31][C:30]([CH3:35])=[CH:29][C:27]=4[CH:28]=3)[C:9]=2[CH2:18][O:19][CH2:20][C:21]([NH2:23])=[O:22])[CH2:17][CH2:16]1)(=[O:44])[CH3:43].